From a dataset of Full USPTO retrosynthesis dataset with 1.9M reactions from patents (1976-2016). Predict the reactants needed to synthesize the given product. (1) Given the product [Br:27][C:28]1[CH:33]=[CH:32][C:31]([OH:34])=[C:30]([CH:35]([NH:42][CH2:43][C:44]2[CH:45]=[CH:46][C:47]([O:50][CH3:51])=[CH:48][CH:49]=2)[C:36]2[CH:37]=[CH:38][CH:39]=[CH:40][CH:41]=2)[CH:29]=1, predict the reactants needed to synthesize it. The reactants are: BrC1C=CC(O)=C(C(C2C=CC=CC=2)=O)C=1.COC1C=CC(CN)=CC=1.[Br:27][C:28]1[CH:33]=[CH:32][C:31]([OH:34])=[C:30]([C:35](=[N:42][CH2:43][C:44]2[CH:49]=[CH:48][C:47]([O:50][CH3:51])=[CH:46][CH:45]=2)[C:36]2[CH:41]=[CH:40][CH:39]=[CH:38][CH:37]=2)[CH:29]=1.C(O[BH-](OC(=O)C)OC(=O)C)(=O)C.[Na+].C(=O)(O)[O-].[Na+]. (2) Given the product [Br:22][C:19]1[C:5]2[N:6]=[C:7]([N:9]3[CH:13]=[C:12]([C:14]([O:16][CH2:17][CH3:18])=[O:15])[CH:11]=[N:10]3)[N:8]=[C:3]([O:2][CH3:1])[C:4]=2[NH:21][N:20]=1, predict the reactants needed to synthesize it. The reactants are: [CH3:1][O:2][C:3]1[C:4]2[NH:21][N:20]=[CH:19][C:5]=2[N:6]=[C:7]([N:9]2[CH:13]=[C:12]([C:14]([O:16][CH2:17][CH3:18])=[O:15])[CH:11]=[N:10]2)[N:8]=1.[Br:22]N1C(=O)CCC1=O.